From a dataset of Forward reaction prediction with 1.9M reactions from USPTO patents (1976-2016). Predict the product of the given reaction. (1) Given the reactants Cl[CH2:2][C:3]([N:5]1[CH2:10][CH2:9][N:8]([C:11]2[CH:16]=[CH:15][C:14]([Cl:17])=[C:13]([O:18][CH3:19])[CH:12]=2)[CH2:7][CH2:6]1)=[O:4].[Cl:20][C:21]1[CH:30]=[CH:29][C:24]2[NH:25][C:26](=[O:28])[NH:27][C:23]=2[CH:22]=1.C([O-])([O-])=O.[K+].[K+], predict the reaction product. The product is: [Cl:20][C:21]1[CH:30]=[CH:29][C:24]2[N:25]([CH2:2][C:3]([N:5]3[CH2:10][CH2:9][N:8]([C:11]4[CH:16]=[CH:15][C:14]([Cl:17])=[C:13]([O:18][CH3:19])[CH:12]=4)[CH2:7][CH2:6]3)=[O:4])[C:26](=[O:28])[NH:27][C:23]=2[CH:22]=1.[Cl:20][C:21]1[CH:30]=[CH:29][C:24]2[NH:25][C:26](=[O:28])[N:27]([CH2:2][C:3]([N:5]3[CH2:10][CH2:9][N:8]([C:11]4[CH:16]=[CH:15][C:14]([Cl:17])=[C:13]([O:18][CH3:19])[CH:12]=4)[CH2:7][CH2:6]3)=[O:4])[C:23]=2[CH:22]=1. (2) Given the reactants [F:1][CH:2]([F:17])[C:3]1[CH:8]=[CH:7][N:6]=[C:5]([NH:9]C(=O)OC(C)(C)C)[CH:4]=1.FC(F)(F)C(O)=O, predict the reaction product. The product is: [F:1][CH:2]([F:17])[C:3]1[CH:8]=[CH:7][N:6]=[C:5]([NH2:9])[CH:4]=1. (3) Given the reactants [NH2:1][C:2]1[C:10]([O:11][CH3:12])=[CH:9][CH:8]=[CH:7][C:3]=1[C:4](O)=[O:5].CC[N:15]=C=NCCCN(C)C.Cl.C1C=CC2N(O)N=NC=2C=1.CN1CCOCC1.[NH4+].[OH-], predict the reaction product. The product is: [NH2:1][C:2]1[C:10]([O:11][CH3:12])=[CH:9][CH:8]=[CH:7][C:3]=1[C:4]([NH2:15])=[O:5]. (4) Given the reactants Br[C:2]1[CH:7]=[CH:6][CH:5]=[CH:4][C:3]=1[CH2:8][C:9]([OH:11])=[O:10].[Cl:12][C:13]1[C:19]([Cl:20])=[CH:18][CH:17]=[CH:16][C:14]=1[NH2:15], predict the reaction product. The product is: [Cl:12][C:13]1[C:19]([Cl:20])=[CH:18][CH:17]=[CH:16][C:14]=1[NH:15][C:2]1[CH:7]=[CH:6][CH:5]=[CH:4][C:3]=1[CH2:8][C:9]([OH:11])=[O:10]. (5) Given the reactants [Br:1][C:2]1[CH:3]=[CH:4][C:5](F)=[N:6][CH:7]=1.[O:9]1[CH2:14][CH2:13][N:12]([CH2:15][CH2:16][NH2:17])[CH2:11][CH2:10]1, predict the reaction product. The product is: [Br:1][C:2]1[CH:3]=[CH:4][C:5]([NH:17][CH2:16][CH2:15][N:12]2[CH2:13][CH2:14][O:9][CH2:10][CH2:11]2)=[N:6][CH:7]=1. (6) The product is: [F:44][C:42]1[CH:43]=[C:38]([CH:39]=[C:40]([F:45])[CH:41]=1)[CH2:37][N:36]([CH3:35])[C:5]([N:23]1[CH2:24][CH2:25][N:20]([C:18]([O:17][C:13]([CH3:16])([CH3:15])[CH3:14])=[O:19])[CH2:21][C@@H:22]1[C:26]1[CH:31]=[CH:30][C:29]([F:32])=[CH:28][C:27]=1[CH3:33])=[O:11]. Given the reactants ClC(Cl)(O[C:5](=[O:11])OC(Cl)(Cl)Cl)Cl.[C:13]([O:17][C:18]([N:20]1[CH2:25][CH2:24][NH:23][C@@H:22]([C:26]2[CH:31]=[CH:30][C:29]([F:32])=[CH:28][C:27]=2[CH3:33])[CH2:21]1)=[O:19])([CH3:16])([CH3:15])[CH3:14].Cl.[CH3:35][NH:36][CH2:37][C:38]1[CH:43]=[C:42]([F:44])[CH:41]=[C:40]([F:45])[CH:39]=1, predict the reaction product.